This data is from Reaction yield outcomes from USPTO patents with 853,638 reactions. The task is: Predict the reaction yield, written as a fraction of the theoretical maximum amount of product (1.0 means a 100% yield; for example, 0.34 means a 34% yield). The reactants are [Br:1][C:2]1[CH:10]=[CH:9][CH:8]=[C:7]2[C:3]=1[C:4]([C:14]1[C:15](O)=[CH:16][C:17]3[O:21][CH2:20][CH2:19][C:18]=3[CH:22]=1)([CH2:12][OH:13])[C:5](=[O:11])[NH:6]2.C(P(CCCC)CCCC)CCC.N(C(OC(C)(C)C)=O)=NC(OC(C)(C)C)=O. The catalyst is C(OCC)(=O)C. The product is [Br:1][C:2]1[CH:10]=[CH:9][CH:8]=[C:7]2[C:3]=1[C:4]1([CH2:12][O:13][C:15]3[CH:16]=[C:17]4[C:18](=[CH:22][C:14]1=3)[CH2:19][CH2:20][O:21]4)[C:5](=[O:11])[NH:6]2. The yield is 0.370.